This data is from NCI-60 drug combinations with 297,098 pairs across 59 cell lines. The task is: Regression. Given two drug SMILES strings and cell line genomic features, predict the synergy score measuring deviation from expected non-interaction effect. (1) Drug 1: CC1CC(C(C(C=C(C(C(C=CC=C(C(=O)NC2=CC(=O)C(=C(C1)C2=O)OC)C)OC)OC(=O)N)C)C)O)OC. Drug 2: CCC1(C2=C(COC1=O)C(=O)N3CC4=CC5=C(C=CC(=C5CN(C)C)O)N=C4C3=C2)O. Cell line: UACC62. Synergy scores: CSS=62.8, Synergy_ZIP=-2.68, Synergy_Bliss=-4.09, Synergy_Loewe=0.163, Synergy_HSA=2.69. (2) Drug 1: C1=CC(=CC=C1CCCC(=O)O)N(CCCl)CCCl. Drug 2: C1=CC=C(C=C1)NC(=O)CCCCCCC(=O)NO. Cell line: SN12C. Synergy scores: CSS=36.4, Synergy_ZIP=2.50, Synergy_Bliss=3.33, Synergy_Loewe=3.04, Synergy_HSA=4.67. (3) Drug 1: CN(C(=O)NC(C=O)C(C(C(CO)O)O)O)N=O. Drug 2: CC1C(C(CC(O1)OC2CC(CC3=C2C(=C4C(=C3O)C(=O)C5=CC=CC=C5C4=O)O)(C(=O)C)O)N)O. Cell line: HS 578T. Synergy scores: CSS=54.4, Synergy_ZIP=4.08, Synergy_Bliss=3.34, Synergy_Loewe=-13.4, Synergy_HSA=6.59. (4) Drug 1: CNC(=O)C1=CC=CC=C1SC2=CC3=C(C=C2)C(=NN3)C=CC4=CC=CC=N4. Drug 2: C(CN)CNCCSP(=O)(O)O. Cell line: SK-OV-3. Synergy scores: CSS=3.40, Synergy_ZIP=2.79, Synergy_Bliss=4.49, Synergy_Loewe=2.03, Synergy_HSA=2.66. (5) Synergy scores: CSS=1.00, Synergy_ZIP=-1.23, Synergy_Bliss=-0.300, Synergy_Loewe=-1.18, Synergy_HSA=-0.906. Drug 1: COC1=NC(=NC2=C1N=CN2C3C(C(C(O3)CO)O)O)N. Cell line: SF-268. Drug 2: C(CN)CNCCSP(=O)(O)O. (6) Drug 1: CN1CCC(CC1)COC2=C(C=C3C(=C2)N=CN=C3NC4=C(C=C(C=C4)Br)F)OC. Drug 2: C1=NC2=C(N=C(N=C2N1C3C(C(C(O3)CO)O)F)Cl)N. Cell line: BT-549. Synergy scores: CSS=13.4, Synergy_ZIP=-2.24, Synergy_Bliss=-4.26, Synergy_Loewe=-31.2, Synergy_HSA=-5.87. (7) Drug 1: CC1=C(C(CCC1)(C)C)C=CC(=CC=CC(=CC(=O)O)C)C. Drug 2: CCC(=C(C1=CC=CC=C1)C2=CC=C(C=C2)OCCN(C)C)C3=CC=CC=C3.C(C(=O)O)C(CC(=O)O)(C(=O)O)O. Cell line: OVCAR-4. Synergy scores: CSS=0.838, Synergy_ZIP=-1.06, Synergy_Bliss=-1.42, Synergy_Loewe=-0.361, Synergy_HSA=-0.935. (8) Drug 1: CC(C1=C(C=CC(=C1Cl)F)Cl)OC2=C(N=CC(=C2)C3=CN(N=C3)C4CCNCC4)N. Drug 2: CC12CCC3C(C1CCC2O)C(CC4=C3C=CC(=C4)O)CCCCCCCCCS(=O)CCCC(C(F)(F)F)(F)F. Cell line: SNB-19. Synergy scores: CSS=11.8, Synergy_ZIP=-1.99, Synergy_Bliss=3.53, Synergy_Loewe=5.09, Synergy_HSA=4.42.